This data is from TCR-epitope binding with 47,182 pairs between 192 epitopes and 23,139 TCRs. The task is: Binary Classification. Given a T-cell receptor sequence (or CDR3 region) and an epitope sequence, predict whether binding occurs between them. (1) The epitope is ATDALMTGY. The TCR CDR3 sequence is CAIGDDRAGNQPQHF. Result: 1 (the TCR binds to the epitope). (2) The epitope is KRWIILGLNK. The TCR CDR3 sequence is CASSQGALSNEQFF. Result: 1 (the TCR binds to the epitope). (3) The epitope is LLQTGIHVRVSQPSL. The TCR CDR3 sequence is CASSRGTEAFF. Result: 1 (the TCR binds to the epitope). (4) The epitope is QECVRGTTVL. The TCR CDR3 sequence is CASSPGTGNEQYF. Result: 1 (the TCR binds to the epitope).